Dataset: Catalyst prediction with 721,799 reactions and 888 catalyst types from USPTO. Task: Predict which catalyst facilitates the given reaction. (1) Reactant: Br[C:2]1[CH:26]=[CH:25][C:5]([O:6][C:7]2[CH:14]=[C:13]([O:15][CH2:16][CH2:17][O:18][CH:19]3[CH2:24][CH2:23][CH2:22][CH2:21][O:20]3)[C:10]([C:11]#[N:12])=[CH:9][N:8]=2)=[CH:4][C:3]=1[CH:27]=[O:28].[B:29]1([B:29]2[O:33][C:32]([CH3:35])([CH3:34])[C:31]([CH3:37])([CH3:36])[O:30]2)[O:33][C:32]([CH3:35])([CH3:34])[C:31]([CH3:37])([CH3:36])[O:30]1.C([O-])(=O)C.[K+]. Product: [CH:27]([C:3]1[CH:4]=[C:5]([CH:25]=[CH:26][C:2]=1[B:29]1[O:33][C:32]([CH3:35])([CH3:34])[C:31]([CH3:37])([CH3:36])[O:30]1)[O:6][C:7]1[CH:14]=[C:13]([O:15][CH2:16][CH2:17][O:18][CH:19]2[CH2:24][CH2:23][CH2:22][CH2:21][O:20]2)[C:10]([C:11]#[N:12])=[CH:9][N:8]=1)=[O:28]. The catalyst class is: 75. (2) Product: [Cl:26][C:27]1[CH:34]=[C:33]([CH:32]=[CH:31][C:28]=1[C:29]#[N:30])[O:19][CH2:18][CH2:17][CH:16]([CH3:20])[CH2:15][C:14]([NH:13][C:9]1[CH:8]=[C:7]2[C:12](=[CH:11][CH:10]=1)[N:3]([CH2:1][CH3:2])[C:4](=[O:25])[N:5]([CH2:23][CH3:24])[C:6]2=[O:22])=[O:21]. The catalyst class is: 1. Reactant: [CH2:1]([N:3]1[C:12]2[C:7](=[CH:8][C:9]([NH:13][C:14](=[O:21])[CH2:15][CH:16]([CH3:20])[CH2:17][CH2:18][OH:19])=[CH:10][CH:11]=2)[C:6](=[O:22])[N:5]([CH2:23][CH3:24])[C:4]1=[O:25])[CH3:2].[Cl:26][C:27]1[CH:34]=[C:33](F)[CH:32]=[CH:31][C:28]=1[C:29]#[N:30].CC(C)([O-])C.[K+].O. (3) Reactant: Br[C:2]1[CH:3]=[CH:4][C:5]2[C:6]3C(C4[C:17]=2[C:16]=1C=CC=4)=[CH:10][CH:9]=[CH:8][CH:7]=3.[Cl:18][C:19]1[CH:25]=[CH:24][CH:23]=[CH:22][C:20]=1[NH2:21].[C:35](P([C:35]([CH3:38])([CH3:37])[CH3:36])[C:35]([CH3:38])([CH3:37])[CH3:36])([CH3:38])([CH3:37])[CH3:36].[CH3:39][C:40](C)([O-])[CH3:41].[Na+]. Product: [Cl:18][C:19]1[CH:25]=[CH:24][CH:23]=[CH:22][C:20]=1[NH:21][C:10]1[C:37]2[CH:39]=[CH:40][CH:41]=[CH:36][C:35]=2[C:38]2[C:17]3[CH:16]=[CH:2][CH:3]=[CH:4][C:5]=3[CH:6]=[CH:7][C:8]=2[CH:9]=1. The catalyst class is: 11. (4) Reactant: [Cl:1][C:2]1[C:8]([OH:9])=[CH:7][C:5]([NH2:6])=[C:4]([F:10])[CH:3]=1.Cl[C:12]1[C:21]2[C:16](=[CH:17][C:18]([O:24][CH2:25][C:26]3[CH:31]=[CH:30][N:29]=[CH:28][CH:27]=3)=[C:19]([O:22][CH3:23])[CH:20]=2)[N:15]=[CH:14][N:13]=1.Cl. Product: [ClH:1].[Cl:1][C:2]1[C:8]([OH:9])=[CH:7][C:5]([NH:6][C:12]2[C:21]3[C:16](=[CH:17][C:18]([O:24][CH2:25][C:26]4[CH:31]=[CH:30][N:29]=[CH:28][CH:27]=4)=[C:19]([O:22][CH3:23])[CH:20]=3)[N:15]=[CH:14][N:13]=2)=[C:4]([F:10])[CH:3]=1. The catalyst class is: 32. (5) Reactant: C[O:2][C:3]1[N:4]=[N:5][C:6]([S:9]([C:12]2[O:13][C:14]3[CH:21]=[CH:20][C:19]([F:22])=[CH:18][C:15]=3[C:16]=2[CH3:17])(=[O:11])=[O:10])=[CH:7][CH:8]=1.Cl. Product: [F:22][C:19]1[CH:20]=[CH:21][C:14]2[O:13][C:12]([S:9]([C:6]3[CH:7]=[CH:8][C:3](=[O:2])[NH:4][N:5]=3)(=[O:11])=[O:10])=[C:16]([CH3:17])[C:15]=2[CH:18]=1. The catalyst class is: 12. (6) Reactant: FC(F)(F)S([O:6][S:7]([C:10]([F:13])([F:12])[F:11])(=[O:9])=[O:8])(=O)=O.[Cl:16][C:17]1[CH:36]=[CH:35][C:20]([O:21][C:22]2[C:31]3[C:26](=[CH:27][C:28](O)=[C:29]([O:32][CH3:33])[CH:30]=3)[N:25]=[CH:24][N:23]=2)=[C:19]([F:37])[CH:18]=1.N1C=CC=CC=1. Product: [Cl:16][C:17]1[CH:36]=[CH:35][C:20]([O:21][C:22]2[C:31]3[C:26](=[CH:27][C:28]([O:6][S:7]([C:10]([F:11])([F:12])[F:13])(=[O:8])=[O:9])=[C:29]([O:32][CH3:33])[CH:30]=3)[N:25]=[CH:24][N:23]=2)=[C:19]([F:37])[CH:18]=1. The catalyst class is: 2.